Dataset: Reaction yield outcomes from USPTO patents with 853,638 reactions. Task: Predict the reaction yield, written as a fraction of the theoretical maximum amount of product (1.0 means a 100% yield; for example, 0.34 means a 34% yield). (1) The reactants are F[C:2]1[N:32]=[CH:31][CH:30]=[CH:29][C:3]=1[C:4]([C:6]1[C:15]2[C:10](=[CH:11][CH:12]=[CH:13][CH:14]=2)[CH:9]=[C:8]([N:16]2[CH2:21][CH2:20][N:19]([C:22]([O:24][C:25]([CH3:28])([CH3:27])[CH3:26])=[O:23])[CH2:18][CH2:17]2)[N:7]=1)=[O:5].[OH-].[NH4+:34]. No catalyst specified. The product is [NH2:34][C:2]1[N:32]=[CH:31][CH:30]=[CH:29][C:3]=1[C:4]([C:6]1[C:15]2[C:10](=[CH:11][CH:12]=[CH:13][CH:14]=2)[CH:9]=[C:8]([N:16]2[CH2:21][CH2:20][N:19]([C:22]([O:24][C:25]([CH3:28])([CH3:27])[CH3:26])=[O:23])[CH2:18][CH2:17]2)[N:7]=1)=[O:5]. The yield is 0.760. (2) The reactants are [CH2:1]([O:3][C:4](=[O:31])[CH2:5][NH:6][C:7]([C:9]1[C:14]([O:15]CC2C=CC=CC=2)=[CH:13][C:12]([O:23]CC2C=CC=CC=2)=[CH:11][N:10]=1)=[O:8])[CH3:2]. The catalyst is [Pd].C(O)C. The product is [CH2:1]([O:3][C:4](=[O:31])[CH2:5][NH:6][C:7]([C:9]1[C:14]([OH:15])=[CH:13][C:12]([OH:23])=[CH:11][N:10]=1)=[O:8])[CH3:2]. The yield is 0.977. (3) The reactants are [CH3:1][N:2]1[C:6]([C:7]2[CH:8]=[C:9]([CH2:13][C:14]([OH:16])=O)[CH:10]=[CH:11][CH:12]=2)=[CH:5][CH:4]=[N:3]1.CCN=C=NCCCN(C)C.C1C=CC2N(O)N=NC=2C=1.CCN(CC)CC.[NH2:45][CH2:46][CH:47]([OH:59])[CH2:48][N:49]1[CH2:58][CH2:57][C:56]2[C:51](=[CH:52][CH:53]=[CH:54][CH:55]=2)[CH2:50]1. The catalyst is C(Cl)Cl.O. The product is [CH2:50]1[C:51]2[C:56](=[CH:55][CH:54]=[CH:53][CH:52]=2)[CH2:57][CH2:58][N:49]1[CH2:48][CH:47]([OH:59])[CH2:46][NH:45][C:14](=[O:16])[CH2:13][C:9]1[CH:10]=[CH:11][CH:12]=[C:7]([C:6]2[N:2]([CH3:1])[N:3]=[CH:4][CH:5]=2)[CH:8]=1. The yield is 0.210. (4) The reactants are [Cl:1][CH2:2][CH2:3][C:4]([C:6]1[CH:11]=[CH:10][CH:9]=[CH:8][CH:7]=1)=[O:5].[CH2:12]([Mg]Br)[CH:13]=[CH2:14]. The catalyst is C1COCC1. The product is [Cl:1][CH2:2][CH2:3][C:4]([C:6]1[CH:11]=[CH:10][CH:9]=[CH:8][CH:7]=1)([OH:5])[CH2:14][CH:13]=[CH2:12]. The yield is 0.860. (5) The reactants are C([O:3][C:4]([C:6]1[C:11]([NH:12][C:13]2[CH:14]=[N:15][CH:16]=[N:17][CH:18]=2)=[CH:10][CH:9]=[C:8]([CH:19]2[CH2:21][CH2:20]2)[N:7]=1)=[O:5])C.[OH-].[Na+].Cl. The catalyst is CCO. The product is [CH:19]1([C:8]2[N:7]=[C:6]([C:4]([OH:5])=[O:3])[C:11]([NH:12][C:13]3[CH:18]=[N:17][CH:16]=[N:15][CH:14]=3)=[CH:10][CH:9]=2)[CH2:20][CH2:21]1. The yield is 0.770.